This data is from NCI-60 drug combinations with 297,098 pairs across 59 cell lines. The task is: Regression. Given two drug SMILES strings and cell line genomic features, predict the synergy score measuring deviation from expected non-interaction effect. (1) Drug 1: CC1=C(C=C(C=C1)C(=O)NC2=CC(=CC(=C2)C(F)(F)F)N3C=C(N=C3)C)NC4=NC=CC(=N4)C5=CN=CC=C5. Drug 2: C1=CC=C(C=C1)NC(=O)CCCCCCC(=O)NO. Cell line: HT29. Synergy scores: CSS=-7.68, Synergy_ZIP=13.4, Synergy_Bliss=13.2, Synergy_Loewe=-15.1, Synergy_HSA=-7.03. (2) Drug 1: CCCS(=O)(=O)NC1=C(C(=C(C=C1)F)C(=O)C2=CNC3=C2C=C(C=N3)C4=CC=C(C=C4)Cl)F. Drug 2: COC1=C(C=C2C(=C1)N=CN=C2NC3=CC(=C(C=C3)F)Cl)OCCCN4CCOCC4. Cell line: HOP-92. Synergy scores: CSS=30.3, Synergy_ZIP=0.736, Synergy_Bliss=9.13, Synergy_Loewe=3.70, Synergy_HSA=8.17.